This data is from Catalyst prediction with 721,799 reactions and 888 catalyst types from USPTO. The task is: Predict which catalyst facilitates the given reaction. (1) Reactant: Cl[CH2:2][C:3]([N:5]1[C:13]2[C:8](=[CH:9][C:10]([N+:14]([O-:16])=[O:15])=[CH:11][CH:12]=2)[CH2:7][CH2:6]1)=[O:4].[Na].[NH:18]1[CH:22]=[N:21][CH:20]=[N:19]1.C(OCC)(=O)C.O. Product: [N+:14]([C:10]1[CH:9]=[C:8]2[C:13](=[CH:12][CH:11]=1)[N:5]([C:3](=[O:4])[CH2:2][N:18]1[CH:22]=[N:21][CH:20]=[N:19]1)[CH2:6][CH2:7]2)([O-:16])=[O:15]. The catalyst class is: 9. (2) Reactant: [NH:1]1[CH:10]2[CH:5]([CH2:6][CH2:7][CH2:8][CH2:9]2)[CH2:4][CH2:3][CH2:2]1.[NH2:11][C:12]1[CH:20]=[CH:19][C:15]([C:16](O)=[O:17])=[CH:14][C:13]=1[N+:21]([O-:23])=[O:22].ON1C2C=CC=CC=2N=N1.CN(C)CCCN=C=NCC. Product: [NH2:11][C:12]1[CH:20]=[CH:19][C:15]([C:16]([N:1]2[C@H:10]3[C@@H:5]([CH2:6][CH2:7][CH2:8][CH2:9]3)[CH2:4][CH2:3][CH2:2]2)=[O:17])=[CH:14][C:13]=1[N+:21]([O-:23])=[O:22]. The catalyst class is: 18. (3) Reactant: [Br:1][C:2]1[CH:3]=[N:4][C:5](Cl)=[N:6][CH:7]=1.[CH3:9][C@H:10]1[NH:15][C@@H:14]([CH3:16])[CH2:13][N:12]([C:17]2[CH:23]=[CH:22][C:20]([NH2:21])=[CH:19][CH:18]=2)[CH2:11]1.C(O)(C(F)(F)F)=O. Product: [Br:1][C:2]1[CH:3]=[N:4][C:5]([NH:21][C:20]2[CH:19]=[CH:18][C:17]([N:12]3[CH2:11][C@H:10]([CH3:9])[NH:15][C@H:14]([CH3:16])[CH2:13]3)=[CH:23][CH:22]=2)=[N:6][CH:7]=1. The catalyst class is: 41. (4) Reactant: Cl.C[O:3][C:4](=O)[CH2:5][NH2:6].[NH2:8][C@H:9]([C:15]([OH:17])=[O:16])[CH2:10][CH2:11][C:12](=[O:14])[NH2:13]. Product: [NH2:6][CH2:5][C:4]([NH:8][C@H:9]([C:15]([OH:17])=[O:16])[CH2:10][CH2:11][C:12](=[O:14])[NH2:13])=[O:3]. The catalyst class is: 6. (5) Reactant: [CH:1]([C:13]([O:15]C)=O)([C:9]([O:11]C)=O)[CH2:2][CH2:3][C:4]([O:6][CH2:7]C)=[O:5].[C:17]1(/[CH:23]=[CH:24]/[C:25](=[NH:27])[NH2:26])[CH:22]=[CH:21][CH:20]=[CH:19][CH:18]=1.C[O-].[Na+]. Product: [OH:15][C:13]1[N:26]=[C:25](/[CH:24]=[CH:23]/[C:17]2[CH:22]=[CH:21][CH:20]=[CH:19][CH:18]=2)[NH:27][C:9](=[O:11])[C:1]=1[CH2:2][CH2:3][C:4]([O:6][CH3:7])=[O:5]. The catalyst class is: 5. (6) Reactant: [F:1][C:2]([F:16])([CH2:12][CH2:13][CH2:14][CH3:15])[C:3](=[O:11])[CH2:4]P(=O)(OC)OC.[OH-].[Na+].[C:19]([O:22][C@@H:23]1[C@H:27]([CH2:28][CH2:29][CH2:30][CH2:31][CH2:32][CH2:33][C:34]([O:36][CH3:37])=[O:35])[C@@H:26]([CH:38]=O)[C@H:25]([O:40][CH:41]2[CH2:46][CH2:45][CH2:44][CH2:43][O:42]2)[CH2:24]1)(=[O:21])[CH3:20].O. Product: [C:19]([O:22][C@@H:23]1[C@H:27]([CH2:28][CH2:29][CH2:30][CH2:31][CH2:32][CH2:33][C:34]([O:36][CH3:37])=[O:35])[C@@H:26](/[CH:38]=[CH:4]/[C:3](=[O:11])[C:2]([F:1])([F:16])[CH2:12][CH2:13][CH2:14][CH3:15])[C@H:25]([O:40][CH:41]2[CH2:46][CH2:45][CH2:44][CH2:43][O:42]2)[CH2:24]1)(=[O:21])[CH3:20]. The catalyst class is: 310. (7) Reactant: [OH-].[Na+].[CH3:3][O:4][C:5]1[C:14]([N+:15]([O-:17])=[O:16])=[CH:13][CH:12]=[CH:11][C:6]=1[C:7]([O:9]C)=[O:8].Cl. Product: [CH3:3][O:4][C:5]1[C:14]([N+:15]([O-:17])=[O:16])=[CH:13][CH:12]=[CH:11][C:6]=1[C:7]([OH:9])=[O:8]. The catalyst class is: 83. (8) Product: [CH:1]([N:4]1[CH:9]=[N:8][C:6]([CH3:7])=[N:5]1)([CH3:3])[CH3:2]. The catalyst class is: 8. Reactant: [CH:1]([NH:4][N:5]=[C:6]([NH2:8])[CH3:7])([CH3:3])[CH3:2].[CH2:9](OC(OCC)OCC)C.C(N(CC)CC)C.O1CCCC1.